Dataset: Peptide-MHC class I binding affinity with 185,985 pairs from IEDB/IMGT. Task: Regression. Given a peptide amino acid sequence and an MHC pseudo amino acid sequence, predict their binding affinity value. This is MHC class I binding data. (1) The peptide sequence is VSDFRDYQSY. The MHC is HLA-A31:01 with pseudo-sequence HLA-A31:01. The binding affinity (normalized) is 0. (2) The MHC is H-2-Kb with pseudo-sequence H-2-Kb. The peptide sequence is MSQLYPQL. The binding affinity (normalized) is 0.885. (3) The peptide sequence is LYDYKENRF. The MHC is HLA-B08:01 with pseudo-sequence HLA-B08:01. The binding affinity (normalized) is 0.0847. (4) The peptide sequence is RSLYNTIATLY. The MHC is HLA-B15:09 with pseudo-sequence HLA-B15:09. The binding affinity (normalized) is 0.0847. (5) The peptide sequence is LNTVATLY. The MHC is HLA-A02:06 with pseudo-sequence HLA-A02:06. The binding affinity (normalized) is 0.626. (6) The peptide sequence is VWINNSWKF. The MHC is HLA-A29:02 with pseudo-sequence HLA-A29:02. The binding affinity (normalized) is 0.847. (7) The peptide sequence is KLYKNKSKQ. The MHC is HLA-A02:01 with pseudo-sequence HLA-A02:01. The binding affinity (normalized) is 0.